From a dataset of Rat liver microsome stability data. Regression/Classification. Given a drug SMILES string, predict its absorption, distribution, metabolism, or excretion properties. Task type varies by dataset: regression for continuous measurements (e.g., permeability, clearance, half-life) or binary classification for categorical outcomes (e.g., BBB penetration, CYP inhibition). Dataset: rlm. (1) The molecule is Cc1ccc(Nc2nc(-c3ccccc3)cs2)nc1. The result is 1 (stable in rat liver microsomes). (2) The molecule is O=C(NCCCCN1CCN(c2cccc(C(F)(F)F)c2)CC1)c1ccc(-c2ccsc2)cc1. The result is 1 (stable in rat liver microsomes). (3) The drug is Cc1ccccc1C(C(=O)NC1CCCC1)N(C(=O)Cn1cnc2ccccc21)c1cccc(F)c1. The result is 1 (stable in rat liver microsomes). (4) The drug is CCn1nnc2c(N3CCOCC3)nc(-c3ccc(NC(=O)Nc4ccc(C(=O)N5CCN(C)CC5)cc4)cc3)nc21. The result is 1 (stable in rat liver microsomes). (5) The drug is COc1ccc(Cl)cc1C(=O)NCCc1ccc(S(=O)(=O)NC(=O)NC2CCCCC2)cc1. The result is 0 (unstable in rat liver microsomes). (6) The drug is CCc1ccccc1OC[C@@H](O)CN[C@H]1CCCc2ccccc21. The result is 1 (stable in rat liver microsomes).